Dataset: Reaction yield outcomes from USPTO patents with 853,638 reactions. Task: Predict the reaction yield, written as a fraction of the theoretical maximum amount of product (1.0 means a 100% yield; for example, 0.34 means a 34% yield). (1) The reactants are [C:1]1([C:7]2[NH:11][N:10]=[C:9]([C:12]([NH:14][CH2:15][C:16]([OH:18])=O)=[O:13])[CH:8]=2)[CH:6]=[CH:5][CH:4]=[CH:3][CH:2]=1.CCN(C(C)C)C(C)C.C1C=CC2N(O)N=NC=2C=1.CCN=C=NCCCN(C)C.Cl.Cl.Cl.[Cl:52][C:53]1[CH:58]=[CH:57][CH:56]=[CH:55][C:54]=1[NH:59][CH:60]1[CH2:65][CH2:64][NH:63][CH2:62][CH2:61]1. The catalyst is CN(C=O)C.O. The product is [Cl:52][C:53]1[CH:58]=[CH:57][CH:56]=[CH:55][C:54]=1[NH:59][CH:60]1[CH2:65][CH2:64][N:63]([C:16](=[O:18])[CH2:15][NH:14][C:12]([C:9]2[CH:8]=[C:7]([C:1]3[CH:2]=[CH:3][CH:4]=[CH:5][CH:6]=3)[NH:11][N:10]=2)=[O:13])[CH2:62][CH2:61]1. The yield is 0.650. (2) The reactants are [NH2:1][C:2]1[CH:20]=[CH:19][C:5]([O:6][C:7]2[C:16]3[NH:15][C:14](=[O:17])[C:13](=[O:18])[NH:12][C:11]=3[N:10]=[CH:9][CH:8]=2)=[CH:4][CH:3]=1.[Cl:21][C:22]1[CH:27]=[CH:26][C:25]([N:28]=[C:29]=[O:30])=[CH:24][C:23]=1[C:31]([F:34])([F:33])[F:32]. The yield is 0.380. The product is [Cl:21][C:22]1[CH:27]=[CH:26][C:25]([NH:28][C:29]([NH:1][C:2]2[CH:20]=[CH:19][C:5]([O:6][C:7]3[C:16]4[NH:15][C:14](=[O:17])[C:13](=[O:18])[NH:12][C:11]=4[N:10]=[CH:9][CH:8]=3)=[CH:4][CH:3]=2)=[O:30])=[CH:24][C:23]=1[C:31]([F:32])([F:33])[F:34]. No catalyst specified. (3) The catalyst is ClCCl. The yield is 0.930. The reactants are [C:1]([C@@:9]1([OH:37])[C@@H:17]([O:18][C:19](=[O:26])[C:20]2[CH:25]=[CH:24][CH:23]=[CH:22][CH:21]=2)[C@H:16]([O:27][CH2:28][C:29]2[CH:34]=[CH:33][CH:32]=[CH:31][CH:30]=2)[C@@H:15]([CH2:35][OH:36])[O:14][C@H:10]1[S:11][CH2:12][CH3:13])(=[O:8])[C:2]1[CH:7]=[CH:6][CH:5]=[CH:4][CH:3]=1.N1C=CC=CC=1.[C:44](OC(=O)C)(=[O:46])[CH3:45]. The product is [C:44]([O:36][CH2:35][C@H:15]1[O:14][C@@H:10]([S:11][CH2:12][CH3:13])[C@:9]([C:1](=[O:8])[C:2]2[CH:7]=[CH:6][CH:5]=[CH:4][CH:3]=2)([OH:37])[C@@H:17]([O:18][C:19](=[O:26])[C:20]2[CH:25]=[CH:24][CH:23]=[CH:22][CH:21]=2)[C@@H:16]1[O:27][CH2:28][C:29]1[CH:34]=[CH:33][CH:32]=[CH:31][CH:30]=1)(=[O:46])[CH3:45].